This data is from Full USPTO retrosynthesis dataset with 1.9M reactions from patents (1976-2016). The task is: Predict the reactants needed to synthesize the given product. Given the product [Br:3][C:4]1[CH:9]=[CH:8][C:7]([C:10]2[N:14]([CH2:24][O:23][CH2:22][CH2:21][Si:20]([CH3:27])([CH3:26])[CH3:19])[CH:13]=[C:12]([C:15]([F:18])([F:16])[F:17])[N:11]=2)=[CH:6][N:5]=1, predict the reactants needed to synthesize it. The reactants are: [H-].[Na+].[Br:3][C:4]1[CH:9]=[CH:8][C:7]([C:10]2[NH:11][C:12]([C:15]([F:18])([F:17])[F:16])=[CH:13][N:14]=2)=[CH:6][N:5]=1.[CH3:19][Si:20]([CH3:27])([CH3:26])[CH2:21][CH2:22][O:23][CH2:24]Cl.[Cl-].[NH4+].